Dataset: Full USPTO retrosynthesis dataset with 1.9M reactions from patents (1976-2016). Task: Predict the reactants needed to synthesize the given product. The reactants are: [Cl:1][C:2]1[CH:7]=[CH:6][C:5]([CH2:8]O)=[CH:4][C:3]=1[O:10][C:11]([F:14])([F:13])[F:12].[Br:15]C1C=C(CBr)C=CC=1OC(F)(F)F. Given the product [Cl:1][C:2]1[CH:7]=[CH:6][C:5]([CH2:8][Br:15])=[CH:4][C:3]=1[O:10][C:11]([F:14])([F:13])[F:12], predict the reactants needed to synthesize it.